This data is from Forward reaction prediction with 1.9M reactions from USPTO patents (1976-2016). The task is: Predict the product of the given reaction. (1) Given the reactants [CH2:1]([Zn]CC)C.ICCl.[Br:9][C:10]1[CH:15]=[CH:14][C:13](/[CH:16]=[CH:17]/[CH2:18][OH:19])=[CH:12][CH:11]=1, predict the reaction product. The product is: [Br:9][C:10]1[CH:11]=[CH:12][C:13]([CH:16]2[CH2:1][CH:17]2[CH2:18][OH:19])=[CH:14][CH:15]=1. (2) Given the reactants [Cl:1][C:2]1[N:3]=[C:4]([N:12]2[CH2:17][CH2:16][O:15][CH2:14][CH2:13]2)[C:5]2[S:10][C:9](I)=[CH:8][C:6]=2[N:7]=1.C([O:21][CH2:22][CH3:23])(=O)C, predict the reaction product. The product is: [Cl:1][C:2]1[N:3]=[C:4]([N:12]2[CH2:17][CH2:16][O:15][CH2:14][CH2:13]2)[C:5]2[S:10][C:9]([C:5]3[CH:4]=[C:23]([CH:9]=[CH:8][CH:6]=3)[CH:22]=[O:21])=[CH:8][C:6]=2[N:7]=1.